Dataset: Full USPTO retrosynthesis dataset with 1.9M reactions from patents (1976-2016). Task: Predict the reactants needed to synthesize the given product. (1) Given the product [Br:1][C:2]1[S:6][C:5]([C@@:7]2([CH2:15][C:16]([O:18][C:19]([CH3:22])([CH3:21])[CH3:20])=[O:17])[CH2:12][CH2:11][CH2:10][CH2:9][S:8]2(=[O:14])=[O:13])=[CH:4][CH:3]=1, predict the reactants needed to synthesize it. The reactants are: [Br:1][C:2]1[S:6][C:5]([C@@:7]2([CH2:15][C:16]([OH:18])=[O:17])[CH2:12][CH2:11][CH2:10][CH2:9][S:8]2(=[O:14])=[O:13])=[CH:4][CH:3]=1.[C:19](OC(O[C:19]([CH3:22])([CH3:21])[CH3:20])N(C)C)([CH3:22])([CH3:21])[CH3:20]. (2) Given the product [C:1]([O:4][CH2:5][C:6]([CH3:27])([CH3:26])[C@H:7]([NH:18][C:19]([O:21][C:22]([CH3:25])([CH3:24])[CH3:23])=[O:20])[C:8]([OH:10])=[O:9])(=[O:3])[CH3:2], predict the reactants needed to synthesize it. The reactants are: [C:1]([O:4][CH2:5][C:6]([CH3:27])([CH3:26])[C@H:7]([NH:18][C:19]([O:21][C:22]([CH3:25])([CH3:24])[CH3:23])=[O:20])[C:8]([O:10]CC1C=CC=CC=1)=[O:9])(=[O:3])[CH3:2]. (3) The reactants are: [Cl:1][C:2]1[CH:7]=[CH:6][C:5]([NH:8][C:9]([C:11]2[CH:21]=[CH:20][C:14]([C:15](=[NH:19])OCC)=[CH:13][CH:12]=2)=[O:10])=[CH:4][C:3]=1[C:22]1[CH:27]=[CH:26][CH:25]=[CH:24][N:23]=1.[NH:28]1[CH:32]=[C:31]([CH2:33][CH2:34][CH2:35][NH2:36])[N:30]=[CH:29]1. Given the product [NH:28]1[CH:32]=[C:31]([CH2:33][CH2:34][CH2:35][NH:36][C:15]([C:14]2[CH:13]=[CH:12][C:11]([C:9]([NH:8][C:5]3[CH:6]=[CH:7][C:2]([Cl:1])=[C:3]([C:22]4[CH:27]=[CH:26][CH:25]=[CH:24][N:23]=4)[CH:4]=3)=[O:10])=[CH:21][CH:20]=2)=[NH:19])[N:30]=[CH:29]1, predict the reactants needed to synthesize it. (4) Given the product [Cl:1][C:2]1[C:11]([O:12][CH2:13][C:14]([CH3:16])=[O:15])=[C:10]([S:17]([CH2:20][CH3:21])(=[O:19])=[O:18])[CH:9]=[CH:8][C:3]=1[C:4]([OH:6])=[O:5], predict the reactants needed to synthesize it. The reactants are: [Cl:1][C:2]1[C:11]([O:12][CH2:13][C:14]([CH3:16])=[O:15])=[C:10]([S:17]([CH2:20][CH3:21])(=[O:19])=[O:18])[CH:9]=[CH:8][C:3]=1[C:4]([O:6]C)=[O:5].[OH-].[Na+]. (5) Given the product [Cl:25][C:21]1[CH:20]=[C:19]([C:4]2[N:3]=[C:2]([C:27]#[N:29])[N:10]=[C:9]3[C:5]=2[N:6]([CH2:11][C@H:12]2[CH2:17][CH2:16][C@H:15]([CH3:18])[CH2:14][CH2:13]2)[CH:7]=[N:8]3)[CH:24]=[CH:23][CH:22]=1, predict the reactants needed to synthesize it. The reactants are: Cl[C:2]1[N:10]=[C:9]2[C:5]([N:6]([CH2:11][C@H:12]3[CH2:17][CH2:16][C@H:15]([CH3:18])[CH2:14][CH2:13]3)[CH:7]=[N:8]2)=[C:4]([C:19]2[CH:24]=[CH:23][CH:22]=[C:21]([Cl:25])[CH:20]=2)[N:3]=1.C[C:27]([N:29](C)C)=O.